This data is from Reaction yield outcomes from USPTO patents with 853,638 reactions. The task is: Predict the reaction yield, written as a fraction of the theoretical maximum amount of product (1.0 means a 100% yield; for example, 0.34 means a 34% yield). (1) The reactants are Br[C:2]1[C:3]([NH:8][C:9]2[CH:10]=[C:11]([C:15]3[C:20]([CH3:21])=[CH:19][CH:18]=[C:17]([C:22]([NH:24][C:25]4[CH:30]=[CH:29][CH:28]=[C:27]([C:31]([F:34])([F:33])[F:32])[CH:26]=4)=[O:23])[CH:16]=3)[CH:12]=[CH:13][CH:14]=2)=[N:4][CH:5]=[CH:6][CH:7]=1.C([O-])(=[O:37])C.[Na+].C1(C)C=CC=CC=1P(C1C=CC=CC=1C)C1C=CC=CC=1C.CN([CH:65]=[O:66])C. The catalyst is C([O-])(=O)C.[Pd+2].C([O-])(=O)C. The product is [F:32][C:31]([F:34])([F:33])[C:65]([OH:66])=[O:37].[CH3:21][C:20]1[CH:19]=[CH:18][C:17]([C:22]([NH:24][C:25]2[CH:30]=[CH:29][CH:28]=[C:27]([C:31]([F:32])([F:34])[F:33])[CH:26]=2)=[O:23])=[CH:16][C:15]=1[C:11]1[CH:10]=[C:9]2[C:14]([C:2]3[CH:7]=[CH:6][CH:5]=[N:4][C:3]=3[NH:8]2)=[CH:13][CH:12]=1. The yield is 0.550. (2) The reactants are Br[C:2]1[CH:7]=[CH:6][CH:5]=[CH:4][N:3]=1.Br[C:9]([F:16])([F:15])[C:10]([O:12][CH2:13][CH3:14])=[O:11].C(OC(C)C)(=O)C.P([O-])(O)(O)=O.[K+]. The catalyst is CS(C)=O.O.[Cu]. The product is [F:15][C:9]([F:16])([C:2]1[CH:7]=[CH:6][CH:5]=[CH:4][N:3]=1)[C:10]([O:12][CH2:13][CH3:14])=[O:11]. The yield is 0.820. (3) The reactants are [Si]([O:8][CH2:9][CH2:10][N:11]([CH3:42])[C:12]([C:14]1[C:19]([O:20][CH2:21][C:22]2[CH:27]=[CH:26][CH:25]=[CH:24][CH:23]=2)=[C:18]([OH:28])[N:17]=[C:16]([CH2:29][C:30]2([C:35]3[CH:40]=[CH:39][C:38]([Cl:41])=[CH:37][CH:36]=3)[CH2:34][CH2:33][CH2:32][CH2:31]2)[N:15]=1)=[O:13])(C(C)(C)C)(C)C.OCCN(C)C(C1C(OCC2C=CC=CC=2)=C(O)N=C(CC2C=CC=CC=2C2C=CC=CC=2)N=1)=O. No catalyst specified. The product is [OH:8][CH2:9][CH2:10][N:11]([CH3:42])[C:12]([C:14]1[C:19]([O:20][CH2:21][C:22]2[CH:27]=[CH:26][CH:25]=[CH:24][CH:23]=2)=[C:18]([OH:28])[N:17]=[C:16]([CH2:29][C:30]2([C:35]3[CH:40]=[CH:39][C:38]([Cl:41])=[CH:37][CH:36]=3)[CH2:34][CH2:33][CH2:32][CH2:31]2)[N:15]=1)=[O:13]. The yield is 0.675.